Dataset: Full USPTO retrosynthesis dataset with 1.9M reactions from patents (1976-2016). Task: Predict the reactants needed to synthesize the given product. (1) The reactants are: [S:1]1[C:9]2[CH:8]=[CH:7][N:6]=[CH:5][C:4]=2[N:3]=[C:2]1[NH:10]C(=O)C1C=CC=CC=1.[OH-].[Na+]. Given the product [S:1]1[C:9]2[CH:8]=[CH:7][N:6]=[CH:5][C:4]=2[N:3]=[C:2]1[NH2:10], predict the reactants needed to synthesize it. (2) Given the product [NH:1]([C:2]1[CH:7]=[CH:6][C:5]([CH:8]([OH:13])[C:9]([F:10])([F:11])[F:12])=[CH:4][CH:3]=1)[NH2:14], predict the reactants needed to synthesize it. The reactants are: [NH2:1][C:2]1[CH:7]=[CH:6][C:5]([CH:8]([OH:13])[C:9]([F:12])([F:11])[F:10])=[CH:4][CH:3]=1.[N:14]([O-])=O.[Na+].Cl[Sn]Cl. (3) Given the product [CH3:1][C:18]1([C:21]([O:23][CH3:24])=[O:22])[CH2:17][CH2:16][CH:15]([C:14]([F:25])([F:26])[F:13])[CH2:20][CH2:19]1, predict the reactants needed to synthesize it. The reactants are: [CH:1](NC(C)C)(C)C.[Li]CCCC.[F:13][C:14]([F:26])([F:25])[CH:15]1[CH2:20][CH2:19][CH:18]([C:21]([O:23][CH3:24])=[O:22])[CH2:17][CH2:16]1.CI. (4) Given the product [C:2]1([CH:1]=[N+:11]([CH3:10])[O-:12])[CH:7]=[CH:6][CH:5]=[CH:4][CH:3]=1, predict the reactants needed to synthesize it. The reactants are: [CH:1](=O)[C:2]1[CH:7]=[CH:6][CH:5]=[CH:4][CH:3]=1.Cl.[CH3:10][NH:11][OH:12].C(=O)(O)[O-].[Na+]. (5) Given the product [ClH:1].[CH3:18][O:19][C:20]1[C:26]([O:27][CH3:28])=[CH:25][C:23]([NH:24][C:2]2[CH:7]=[C:6]([C:8]([F:11])([F:10])[F:9])[N:5]=[C:4]([C:12]3[CH:17]=[CH:16][CH:15]=[CH:14][N:13]=3)[N:3]=2)=[C:22]([CH3:29])[CH:21]=1, predict the reactants needed to synthesize it. The reactants are: [Cl:1][C:2]1[CH:7]=[C:6]([C:8]([F:11])([F:10])[F:9])[N:5]=[C:4]([C:12]2[CH:17]=[CH:16][CH:15]=[CH:14][N:13]=2)[N:3]=1.[CH3:18][O:19][C:20]1[C:26]([O:27][CH3:28])=[CH:25][C:23]([NH2:24])=[C:22]([CH3:29])[CH:21]=1. (6) Given the product [N:10]1[C:19]2[C:14](=[CH:15][CH:16]=[CH:17][C:18]=2[C:2]2[S:6][C:5]([C:7]([OH:9])=[O:8])=[CH:4][CH:3]=2)[CH:13]=[CH:12][CH:11]=1, predict the reactants needed to synthesize it. The reactants are: Br[C:2]1[S:6][C:5]([C:7]([OH:9])=[O:8])=[CH:4][CH:3]=1.[N:10]1[C:19]2[C:14](=[CH:15][CH:16]=[CH:17][C:18]=2B(O)O)[CH:13]=[CH:12][CH:11]=1.[Cl-].